This data is from Catalyst prediction with 721,799 reactions and 888 catalyst types from USPTO. The task is: Predict which catalyst facilitates the given reaction. (1) Reactant: [Si]([O:8][CH2:9][CH2:10][NH:11][CH:12]1[CH2:16][N:15]([C:17]2[CH:18]=[N:19][N:20]3[CH2:25][C@H:24]([CH3:26])[N:23]([C:27]([O:29][C:30]([CH3:33])([CH3:32])[CH3:31])=[O:28])[CH2:22][C:21]=23)[C:14](=[O:34])[CH2:13]1)(C(C)(C)C)(C)C.[F-].[K+].C1OCCOCCOCCOCCOCCOC1. Product: [OH:8][CH2:9][CH2:10][NH:11][CH:12]1[CH2:16][N:15]([C:17]2[CH:18]=[N:19][N:20]3[CH2:25][C@H:24]([CH3:26])[N:23]([C:27]([O:29][C:30]([CH3:33])([CH3:32])[CH3:31])=[O:28])[CH2:22][C:21]=23)[C:14](=[O:34])[CH2:13]1. The catalyst class is: 1. (2) The catalyst class is: 2. Product: [CH2:1]([O:3][C:4](=[O:35])[C:5]([O:23][C:24]1[CH:29]=[CH:28][C:27]([O:30][C:31]([F:33])([F:32])[F:34])=[CH:26][CH:25]=1)([CH3:22])[CH2:6][C:8]1[CH:13]=[CH:12][C:11]([O:14][CH2:15][C:16]2[CH:21]=[CH:20][CH:19]=[CH:18][CH:17]=2)=[CH:10][CH:9]=1)[CH3:2]. Reactant: [CH2:1]([O:3][C:4](=[O:35])[C:5]([O:23][C:24]1[CH:29]=[CH:28][C:27]([O:30][C:31]([F:34])([F:33])[F:32])=[CH:26][CH:25]=1)([CH3:22])[CH:6]([C:8]1[CH:13]=[CH:12][C:11]([O:14][CH2:15][C:16]2[CH:21]=[CH:20][CH:19]=[CH:18][CH:17]=2)=[CH:10][CH:9]=1)O)[CH3:2].B(F)(F)F.CCOCC.C([SiH](CC)CC)C.C([O-])([O-])=O.[Na+].[Na+]. (3) Reactant: [O:1]1[CH2:6][CH2:5][CH2:4][CH2:3][CH:2]1[O:7][CH2:8][CH2:9][CH2:10][C:11]1[CH:12]=[C:13]([CH2:17][OH:18])[CH:14]=[CH:15][CH:16]=1.[CH3:19][S:20](Cl)(=[O:22])=[O:21]. Product: [CH3:19][S:20]([O:18][CH2:17][C:13]1[CH:14]=[CH:15][CH:16]=[C:11]([CH2:10][CH2:9][CH2:8][O:7][CH:2]2[CH2:3][CH2:4][CH2:5][CH2:6][O:1]2)[CH:12]=1)(=[O:22])=[O:21]. The catalyst class is: 4. (4) Reactant: Cl[C:2]1[C:7]([Cl:8])=[C:6]([Cl:9])[N:5]=[CH:4][N:3]=1.[CH3:10][NH2:11]. Product: [Cl:8][C:7]1[C:2]([NH:11][CH3:10])=[N:3][CH:4]=[N:5][C:6]=1[Cl:9]. The catalyst class is: 41. (5) Reactant: [P:1]([O-:5])([O-:4])([OH:3])=[O:2].[Ca+2:6].C(=O)([O-])[O-].[Ca+2]. Product: [O-:3][P:1]([O-:5])([O-:4])=[O:2].[O-:3][P:1]([O-:5])([O-:4])=[O:2].[Ca+2:6].[Ca+2:6].[Ca+2:6]. The catalyst class is: 6.